From a dataset of Catalyst prediction with 721,799 reactions and 888 catalyst types from USPTO. Predict which catalyst facilitates the given reaction. (1) Reactant: [CH:1]([C:3]1[CH:4]=[C:5]([CH:9]=[CH:10][CH:11]=1)[C:6](O)=[O:7])=[O:2].[CH3:12][S:13]([NH2:16])(=[O:15])=[O:14].CN(C1C=CC=CN=1)C.C1(N=C=NC2CCCCC2)CCCCC1. Product: [CH3:12][S:13]([NH:16][C:6]([C:5]1[CH:4]=[C:3]([CH:11]=[CH:10][CH:9]=1)[CH:1]=[O:2])=[O:7])(=[O:15])=[O:14]. The catalyst class is: 217. (2) Reactant: [C:1]([C:3]1O[C:5](C(O)=O)=[CH:6][CH:7]=1)#[N:2].[C:11](Cl)(=[O:15])[C:12](Cl)=O.[CH:17](N(CC)C(C)C)([CH3:19])[CH3:18].C(=O)(O)[O-].[Na+]. Product: [O:15]1[CH:19]=[CH:17][CH:18]=[C:11]1[C:12]1[CH:5]=[CH:6][CH:7]=[CH:3][C:1]=1[NH2:2]. The catalyst class is: 204. (3) Reactant: [Cl:1][C:2]1[CH:7]=[CH:6][C:5]([CH2:8][N:9]2[CH2:14][CH2:13][N:12](C(OC(C)(C)C)=O)[CH2:11][CH2:10]2)=[C:4]([N:22]2[CH2:30][C:29]3[C:24](=[N:25][CH:26]=[CH:27][CH:28]=3)[CH2:23]2)[CH:3]=1.FC(F)(F)C(O)=O. Product: [Cl:1][C:2]1[CH:7]=[CH:6][C:5]([CH2:8][N:9]2[CH2:14][CH2:13][NH:12][CH2:11][CH2:10]2)=[C:4]([N:22]2[CH2:30][C:29]3[C:24](=[N:25][CH:26]=[CH:27][CH:28]=3)[CH2:23]2)[CH:3]=1. The catalyst class is: 4. (4) Reactant: [C:1]([O:12][CH2:13][CH2:14][CH:15]([CH2:17][CH2:18][CH:19]=[C:20]([CH3:22])[CH3:21])[CH3:16])(=[O:11])[C:2]1[C:3](=[CH:7][CH:8]=[CH:9][CH:10]=1)[C:4]([O-])=[O:5].C(Cl)(=O)C(Cl)=O.[BH4-].[Na+].OS([O-])(=O)=O.[K+]. Product: [OH:5][CH2:4][C:3]1[CH:7]=[CH:8][CH:9]=[CH:10][C:2]=1[C:1]([O:12][CH2:13][CH2:14][CH:15]([CH3:16])[CH2:17][CH2:18][CH:19]=[C:20]([CH3:22])[CH3:21])=[O:11]. The catalyst class is: 5. (5) Reactant: [F:1][C:2]([F:26])([CH3:25])[CH2:3][N:4]1[CH2:9][CH2:8][CH:7]([C@H:10]([N:12]2[C:20]3[C:15](=[CH:16][CH:17]=[CH:18][CH:19]=3)[C:14]([C:21]([OH:23])=O)=[C:13]2[CH3:24])[CH3:11])[CH2:6][CH2:5]1.N1(C(N2C=CN=C2)=O)C=CN=C1.[NH2:39][CH2:40][C:41]1[C:42](=[O:50])[NH:43][C:44]([CH3:49])=[CH:45][C:46]=1[O:47][CH3:48]. Product: [F:1][C:2]([F:26])([CH3:25])[CH2:3][N:4]1[CH2:9][CH2:8][CH:7]([C@H:10]([N:12]2[C:20]3[C:15](=[CH:16][CH:17]=[CH:18][CH:19]=3)[C:14]([C:21]([NH:39][CH2:40][C:41]3[C:42](=[O:50])[NH:43][C:44]([CH3:49])=[CH:45][C:46]=3[O:47][CH3:48])=[O:23])=[C:13]2[CH3:24])[CH3:11])[CH2:6][CH2:5]1. The catalyst class is: 242. (6) Reactant: [N+:1]([C:4]1[CH:9]=[CH:8][C:7]([OH:10])=[CH:6][CH:5]=1)([O-:3])=[O:2].C([O-])([O-])=O.[K+].[K+].[I-].[Na+].[CH3:19][O:20][C:21](=[O:27])[CH2:22][O:23][CH2:24][CH2:25]Br. Product: [CH3:19][O:20][C:21](=[O:27])[CH2:22][O:23][CH2:24][CH2:25][O:10][C:7]1[CH:8]=[CH:9][C:4]([N+:1]([O-:3])=[O:2])=[CH:5][CH:6]=1. The catalyst class is: 21.